This data is from Full USPTO retrosynthesis dataset with 1.9M reactions from patents (1976-2016). The task is: Predict the reactants needed to synthesize the given product. (1) Given the product [CH3:26][O:25][C:23]([C:18]1[CH:19]=[CH:20][C:21]2[C:22]3[C:10](=[O:9])[NH:11][CH:12]=[C:13]([Br:1])[C:14]=3[NH:15][C:16]=2[CH:17]=1)=[O:24], predict the reactants needed to synthesize it. The reactants are: [Br:1]C1CC(=O)NC1=O.[O:9]=[C:10]1[C:22]2[C:21]3[CH:20]=[CH:19][C:18]([C:23]([O:25][CH3:26])=[O:24])=[CH:17][C:16]=3[NH:15][C:14]=2[CH:13]=[CH:12][NH:11]1. (2) Given the product [CH3:9][C:5]1[N:6]=[CH:7][S:8][C:4]=1[CH2:3][S:10][C:11]1[N:16]=[C:15]([OH:17])[CH:14]=[C:13]([C:18]([F:21])([F:19])[F:20])[N:12]=1, predict the reactants needed to synthesize it. The reactants are: Br.Br[CH2:3][C:4]1[S:8][CH:7]=[N:6][C:5]=1[CH3:9].[SH:10][C:11]1[N:16]=[C:15]([OH:17])[CH:14]=[C:13]([C:18]([F:21])([F:20])[F:19])[N:12]=1.C(N(CC)CC)C.